Predict the reaction yield, written as a fraction of the theoretical maximum amount of product (1.0 means a 100% yield; for example, 0.34 means a 34% yield). From a dataset of Reaction yield outcomes from USPTO patents with 853,638 reactions. (1) The yield is 0.720. The catalyst is C1COCC1. The reactants are [CH3:1][C:2]([OH:21])([CH2:4][CH2:5][NH:6][C:7]1[CH:12]=[N:11][C:10]([C:13]#[C:14][C:15]2[CH:20]=[CH:19][CH:18]=[CH:17][CH:16]=2)=[CH:9][N:8]=1)[CH3:3].C(N(CC)CC)C.Cl[C:30](Cl)([O:32]C(=O)OC(Cl)(Cl)Cl)Cl. The product is [CH3:3][C:2]1([CH3:1])[O:21][C:30](=[O:32])[N:6]([C:7]2[CH:12]=[N:11][C:10]([C:13]#[C:14][C:15]3[CH:16]=[CH:17][CH:18]=[CH:19][CH:20]=3)=[CH:9][N:8]=2)[CH2:5][CH2:4]1. (2) The yield is 1.14. No catalyst specified. The product is [OH:24][C@@H:5]1[CH:4]2[CH:3]([C@H:12]2[C:11]([O:14][CH2:18][CH3:19])=[O:13])[C:8](=[O:10])[CH2:6]1. The reactants are CC[CH:3]([C:8]([O-:10])=O)[CH2:4][CH2:5][CH2:6]C.[C:11]([O-:14])(=[O:13])[CH3:12].[Na+].[I-].[Na+].[C:18](O)(=O)[CH3:19].CC(C)=[O:24]. (3) The reactants are [Cl:1][C:2]1[CH:7]=[C:6]([Cl:8])[CH:5]=[C:4]([Cl:9])[C:3]=1[N:10]1[C:14]2=[N:15][C:16]([CH2:20][C:21]3[CH:26]=[CH:25][C:24]([NH:27][C:28](=[O:31])[CH2:29]Cl)=[CH:23][CH:22]=3)=[N:17][C:18](=[O:19])[C:13]2=[C:12]([CH:32]([CH3:34])[CH3:33])[NH:11]1.[NH:35]1[CH2:40][CH2:39][NH:38][CH2:37][CH2:36]1.O. The catalyst is CN(C=O)C.C1COCC1. The product is [Cl:9][C:4]1[CH:5]=[C:6]([Cl:8])[CH:7]=[C:2]([Cl:1])[C:3]=1[N:10]1[C:14]2=[N:15][C:16]([CH2:20][C:21]3[CH:26]=[CH:25][C:24]([NH:27][C:28]([CH2:29][N:35]4[CH2:40][CH2:39][NH:38][CH2:37][CH2:36]4)=[O:31])=[CH:23][CH:22]=3)=[N:17][C:18](=[O:19])[C:13]2=[C:12]([CH:32]([CH3:34])[CH3:33])[NH:11]1. The yield is 0.710.